This data is from Forward reaction prediction with 1.9M reactions from USPTO patents (1976-2016). The task is: Predict the product of the given reaction. (1) Given the reactants [C:1](Cl)([C:14]1[CH:19]=[CH:18][CH:17]=[CH:16][CH:15]=1)([C:8]1[CH:13]=[CH:12][CH:11]=[CH:10][CH:9]=1)[C:2]1[CH:7]=[CH:6][CH:5]=[CH:4][CH:3]=1.CC[N:23]([CH2:26][CH3:27])CC.CS(Cl)(=O)=O, predict the reaction product. The product is: [C:1]([N:23]1[CH2:26][CH2:27]1)([C:14]1[CH:19]=[CH:18][CH:17]=[CH:16][CH:15]=1)([C:8]1[CH:13]=[CH:12][CH:11]=[CH:10][CH:9]=1)[C:2]1[CH:7]=[CH:6][CH:5]=[CH:4][CH:3]=1. (2) Given the reactants [Cl:1][C:2]1[CH:7]=[CH:6][CH:5]=[C:4]([Cl:8])[C:3]=1[NH:9][C:10]1[NH:14][C:13]2[CH:15]=[C:16]([OH:23])[C:17]([C:19]([O:21][CH3:22])=[O:20])=[CH:18][C:12]=2[N:11]=1.OS(O)(=O)=O.[N+:29]([O-])([O-:31])=[O:30].[K+], predict the reaction product. The product is: [Cl:1][C:2]1[CH:7]=[CH:6][CH:5]=[C:4]([Cl:8])[C:3]=1[NH:9][C:10]1[NH:14][C:13]2[C:15]([N+:29]([O-:31])=[O:30])=[C:16]([OH:23])[C:17]([C:19]([O:21][CH3:22])=[O:20])=[CH:18][C:12]=2[N:11]=1.